The task is: Predict the reactants needed to synthesize the given product.. This data is from Full USPTO retrosynthesis dataset with 1.9M reactions from patents (1976-2016). (1) Given the product [C:1]([O:5][C:6](=[O:14])[C:7]1[CH:8]=[CH:9][C:10]([O:13][CH2:26][CH2:25][CH2:24][CH2:23][CH2:22][CH2:21][CH2:20][CH2:19][CH2:18][C:17]([O:16][CH3:15])=[O:28])=[CH:11][CH:12]=1)([CH3:4])([CH3:2])[CH3:3], predict the reactants needed to synthesize it. The reactants are: [C:1]([O:5][C:6](=[O:14])[C:7]1[CH:12]=[CH:11][C:10]([OH:13])=[CH:9][CH:8]=1)([CH3:4])([CH3:3])[CH3:2].[CH3:15][O:16][C:17](=[O:28])[CH2:18][CH2:19][CH2:20][CH2:21][CH2:22][CH2:23][CH2:24][CH2:25][CH2:26]Br.C([O-])([O-])=O.[K+].[K+]. (2) Given the product [NH2:1][C@H:2]([C:13]([OH:15])=[O:14])[CH2:3][C:4]1[C:12]2[C:7](=[CH:8][CH:9]=[CH:10][CH:11]=2)[NH:6][CH:5]=1, predict the reactants needed to synthesize it. The reactants are: [NH:1](C(OC(C)(C)C)=O)[C@H:2]([C:13]([OH:15])=[O:14])[CH2:3][C:4]1[C:12]2[C:7](=[CH:8][CH:9]=[CH:10][CH:11]=2)[NH:6][CH:5]=1.IC1C=CC(CN)=CC=1.CCN(C(C)C)C(C)C.CN(C(ON1N=NC2C=CC=CC1=2)=[N+](C)C)C.F[P-](F)(F)(F)(F)F. (3) Given the product [CH3:1][N:2]1[C:6]([CH2:7][OH:8])=[N:5][C:4]([N:9]2[CH2:13][CH2:12][CH2:11][CH2:10]2)=[N:3]1, predict the reactants needed to synthesize it. The reactants are: [CH3:1][N:2]1[C:6]([CH:7]=[O:8])=[N:5][C:4]([N:9]2[CH2:13][CH2:12][CH2:11][CH2:10]2)=[N:3]1.C(Cl)(Cl)Cl.[BH4-].[Na+].O. (4) Given the product [N:32]([CH2:24][CH2:23][O:22][C:19]1[CH:20]=[CH:21][C:16]([CH2:15][CH:9]([O:8][C:7]2[CH:30]=[CH:31][C:4]([CH:1]([CH3:3])[CH3:2])=[CH:5][CH:6]=2)[C:10]([O:12][CH2:13][CH3:14])=[O:11])=[CH:17][CH:18]=1)=[N+:33]=[N-:34], predict the reactants needed to synthesize it. The reactants are: [CH:1]([C:4]1[CH:31]=[CH:30][C:7]([O:8][CH:9]([CH2:15][C:16]2[CH:21]=[CH:20][C:19]([O:22][CH2:23][CH2:24]OS(C)(=O)=O)=[CH:18][CH:17]=2)[C:10]([O:12][CH2:13][CH3:14])=[O:11])=[CH:6][CH:5]=1)([CH3:3])[CH3:2].[N-:32]=[N+:33]=[N-:34].[Na+]. (5) Given the product [CH3:25][CH:26]([CH3:36])[CH2:27][CH:28]([Br:23])[CH2:29][C:30]([O:32][CH2:33][CH3:34])=[O:31], predict the reactants needed to synthesize it. The reactants are: C1(P(C2C=CC=CC=2)C2C=CC=CC=2)C=CC=CC=1.C(Cl)Cl.[Br:23]Br.[CH3:25][CH:26]([CH3:36])[CH2:27][CH:28](O)[CH2:29][C:30]([O:32][CH2:33][CH3:34])=[O:31].